The task is: Regression. Given a peptide amino acid sequence and an MHC pseudo amino acid sequence, predict their binding affinity value. This is MHC class I binding data.. This data is from Peptide-MHC class I binding affinity with 185,985 pairs from IEDB/IMGT. (1) The peptide sequence is NMKPNFWSRI. The MHC is HLA-A02:03 with pseudo-sequence HLA-A02:03. The binding affinity (normalized) is 0.514. (2) The peptide sequence is RLAELIGPA. The MHC is HLA-B27:05 with pseudo-sequence HLA-B27:05. The binding affinity (normalized) is 0.0847. (3) The peptide sequence is NPAACSYMV. The MHC is HLA-B44:02 with pseudo-sequence HLA-B44:02. The binding affinity (normalized) is 0.213. (4) The peptide sequence is ELYENKPDV. The MHC is HLA-B39:01 with pseudo-sequence HLA-B39:01. The binding affinity (normalized) is 0.0847. (5) The peptide sequence is KLPRWIFFA. The MHC is HLA-A02:11 with pseudo-sequence HLA-A02:11. The binding affinity (normalized) is 1.00.